This data is from Reaction yield outcomes from USPTO patents with 853,638 reactions. The task is: Predict the reaction yield, written as a fraction of the theoretical maximum amount of product (1.0 means a 100% yield; for example, 0.34 means a 34% yield). The reactants are [N+:1]([C:4]1[C:5]([C:10]2[CH:15]=[CH:14][C:13]([F:16])=[CH:12][CH:11]=2)=[N:6][CH:7]=[CH:8][CH:9]=1)([O-])=O.[C:17]([Mg]Br)([CH3:19])=[CH2:18]. No catalyst specified. The product is [F:16][C:13]1[CH:14]=[CH:15][C:10]([C:5]2[N:6]=[CH:7][CH:8]=[C:9]3[CH:18]=[C:17]([CH3:19])[NH:1][C:4]=23)=[CH:11][CH:12]=1. The yield is 0.370.